This data is from Catalyst prediction with 721,799 reactions and 888 catalyst types from USPTO. The task is: Predict which catalyst facilitates the given reaction. Reactant: N(OCC(C)C)=O.N[C:9]1[CH:32]=[C:31]([C:33]([O:35][C:36]([CH3:39])([CH3:38])[CH3:37])=[O:34])[CH:30]=[CH:29][C:10]=1[O:11][C:12]1[C:21]([Cl:22])=[C:20]2[C:15]([CH:16]([C:23]([O:25][CH2:26][CH3:27])=[O:24])[CH2:17][CH2:18][O:19]2)=[CH:14][C:13]=1[Cl:28].O. Product: [C:36]([O:35][C:33]([C:31]1[CH:32]=[CH:9][C:10]([O:11][C:12]2[C:21]([Cl:22])=[C:20]3[C:15]([CH:16]([C:23]([O:25][CH2:26][CH3:27])=[O:24])[CH2:17][CH2:18][O:19]3)=[CH:14][C:13]=2[Cl:28])=[CH:29][CH:30]=1)=[O:34])([CH3:37])([CH3:38])[CH3:39]. The catalyst class is: 3.